This data is from Full USPTO retrosynthesis dataset with 1.9M reactions from patents (1976-2016). The task is: Predict the reactants needed to synthesize the given product. (1) Given the product [F:32][C:29]([F:30])([F:31])[C:27]1[CH:26]=[C:5]([CH:4]=[C:3]([C:2]([F:33])([F:1])[F:34])[CH:28]=1)[CH2:6][N:7]([CH2:13][C:14]1[CH:15]=[C:16]2[C:23]([CH3:24])=[N:22][N:21]([CH3:25])[C:17]2=[N:18][C:19]=1[Cl:20])[C:8]1[N:9]=[N:10][N:11]([CH3:37])[N:12]=1, predict the reactants needed to synthesize it. The reactants are: [F:1][C:2]([F:34])([F:33])[C:3]1[CH:4]=[C:5]([CH:26]=[C:27]([C:29]([F:32])([F:31])[F:30])[CH:28]=1)[CH2:6][N:7]([CH2:13][C:14]1[CH:15]=[C:16]2[C:23]([CH3:24])=[N:22][N:21]([CH3:25])[C:17]2=[N:18][C:19]=1[Cl:20])[C:8]1[N:9]=[N:10][NH:11][N:12]=1.[H-].[Na+].[CH3:37]I.O. (2) Given the product [C:1]([CH:3]([CH:15]([C:16]1[CH:17]=[CH:18][CH:19]=[CH:20][CH:21]=1)[C:22]1[CH:27]=[CH:26][CH:25]=[CH:24][CH:23]=1)[C:4]([O:6][CH2:7][CH:8]([CH2:13][CH3:14])[CH2:9][CH2:10][CH2:11][CH3:12])=[O:5])#[N:2], predict the reactants needed to synthesize it. The reactants are: [C:1]([C:3](=[C:15]([C:22]1[CH:27]=[CH:26][CH:25]=[CH:24][CH:23]=1)[C:16]1[CH:21]=[CH:20][CH:19]=[CH:18][CH:17]=1)[C:4]([O:6][CH2:7][CH:8]([CH2:13][CH3:14])[CH2:9][CH2:10][CH2:11][CH3:12])=[O:5])#[N:2].O.[3H][3H]. (3) Given the product [C:15]([C:17]1[CH:18]=[C:19]([C:27]2[O:31][N:30]=[C:29]([C:32]3[CH:46]=[CH:45][C:35]4[CH2:36][CH2:37][N:38]([CH2:41][C:42]([NH:2][CH:3]([CH2:6][OH:7])[CH2:4][OH:5])=[O:43])[CH2:39][CH2:40][C:34]=4[C:33]=3[CH3:47])[N:28]=2)[CH:20]=[CH:21][C:22]=1[O:23][CH:24]([CH3:26])[CH3:25])#[N:16], predict the reactants needed to synthesize it. The reactants are: Cl.[NH2:2][CH:3]([CH2:6][OH:7])[CH2:4][OH:5].FC(F)(F)C(O)=O.[C:15]([C:17]1[CH:18]=[C:19]([C:27]2[O:31][N:30]=[C:29]([C:32]3[CH:46]=[CH:45][C:35]4[CH2:36][CH2:37][N:38]([CH2:41][C:42](O)=[O:43])[CH2:39][CH2:40][C:34]=4[C:33]=3[CH3:47])[N:28]=2)[CH:20]=[CH:21][C:22]=1[O:23][CH:24]([CH3:26])[CH3:25])#[N:16].CCN(C(C)C)C(C)C.CN(C(ON1N=NC2C=CC=NC1=2)=[N+](C)C)C.F[P-](F)(F)(F)(F)F. (4) The reactants are: C[O:2][C:3](=[O:29])[C:4]1[CH:9]=[CH:8][CH:7]=[CH:6][C:5]=1[O:10][CH2:11][CH2:12][N:13]1[CH2:18][CH2:17][CH:16]([C:19]2[C:27]3[C:22](=[C:23]([Br:28])[CH:24]=[CH:25][CH:26]=3)[NH:21][CH:20]=2)[CH2:15][CH2:14]1.[H-].[Na+].Br[CH2:33][CH2:34][O:35][CH2:36][CH3:37]. Given the product [Br:28][C:23]1[CH:24]=[CH:25][CH:26]=[C:27]2[C:22]=1[N:21]([CH2:33][CH2:34][O:35][CH2:36][CH3:37])[CH:20]=[C:19]2[CH:16]1[CH2:15][CH2:14][N:13]([CH2:12][CH2:11][O:10][C:5]2[CH:6]=[CH:7][CH:8]=[CH:9][C:4]=2[C:3]([OH:2])=[O:29])[CH2:18][CH2:17]1, predict the reactants needed to synthesize it.